From a dataset of Forward reaction prediction with 1.9M reactions from USPTO patents (1976-2016). Predict the product of the given reaction. Given the reactants C(O)(C(F)(F)F)=O.[F:8][C:9]1[CH:14]=[CH:13][C:12]([N:15]2[C:24]([CH2:25][CH2:26][CH2:27][CH2:28][C:29]([O:31]C(C)(C)C)=[O:30])=[CH:23][C:22]3[C:17](=[CH:18][CH:19]=[C:20]([C:36]([N:38]4[CH2:43][CH2:42][N:41]([C:44]5[CH:49]=[CH:48][C:47]([F:50])=[CH:46][CH:45]=5)[CH2:40][C@H:39]4[CH3:51])=[O:37])[CH:21]=3)[C:16]2=[O:52])=[CH:11][CH:10]=1, predict the reaction product. The product is: [F:8][C:9]1[CH:14]=[CH:13][C:12]([N:15]2[C:24]([CH2:25][CH2:26][CH2:27][CH2:28][C:29]([OH:31])=[O:30])=[CH:23][C:22]3[C:17](=[CH:18][CH:19]=[C:20]([C:36]([N:38]4[CH2:43][CH2:42][N:41]([C:44]5[CH:45]=[CH:46][C:47]([F:50])=[CH:48][CH:49]=5)[CH2:40][C@H:39]4[CH3:51])=[O:37])[CH:21]=3)[C:16]2=[O:52])=[CH:11][CH:10]=1.